This data is from Catalyst prediction with 721,799 reactions and 888 catalyst types from USPTO. The task is: Predict which catalyst facilitates the given reaction. (1) Reactant: [C:1]([O:4][C@H:5]1[C@H:10]([N:11]=[C:12]=[S:13])[C@@H:9]([O:14][C:15](=[O:17])[CH3:16])[C@H:8]([O:18][C:19](=[O:21])[CH3:20])[C@@H:7]([CH2:22][O:23][C:24](=[O:26])[CH3:25])[O:6]1)(=[O:3])[CH3:2].[F:27][C:28]([F:32])([F:31])[CH2:29][NH2:30]. Product: [C:1]([O:4][C@H:5]1[C@H:10]([NH:11][C:12]([NH:30][CH2:29][C:28]([F:32])([F:31])[F:27])=[S:13])[C@@H:9]([O:14][C:15](=[O:17])[CH3:16])[C@H:8]([O:18][C:19](=[O:21])[CH3:20])[C@@H:7]([CH2:22][O:23][C:24](=[O:26])[CH3:25])[O:6]1)(=[O:3])[CH3:2]. The catalyst class is: 23. (2) Reactant: [C:1]([C:3]1[CH:45]=[CH:44][C:6]2[N:7](COCC[Si](C)(C)C)[C:8]([C:10]3([C:17]4[C:25]([O:26][CH3:27])=[CH:24][C:23]([CH3:28])=[C:22]5[C:18]=4[CH:19]=[CH:20][N:21]5C(OC(C)(C)C)=O)[CH2:12][CH:11]3[C:13]([O:15][CH3:16])=[O:14])=[N:9][C:5]=2[CH:4]=1)#[N:2].C(C1C=CC2N=C(C3(C4C(OC)=CC(C)=C5C=4C=CN5C(OC(C)(C)C)=O)CC3C(OC)=O)N(COCC[Si](C)(C)C)C=2C=1)#N.Cl[Sn](Cl)(Cl)Cl. Product: [C:1]([C:3]1[CH:45]=[CH:44][C:6]2[NH:7][C:8]([C:10]3([C:17]4[C:25]([O:26][CH3:27])=[CH:24][C:23]([CH3:28])=[C:22]5[C:18]=4[CH:19]=[CH:20][NH:21]5)[CH2:12][CH:11]3[C:13]([O:15][CH3:16])=[O:14])=[N:9][C:5]=2[CH:4]=1)#[N:2]. The catalyst class is: 4.